Regression. Given two drug SMILES strings and cell line genomic features, predict the synergy score measuring deviation from expected non-interaction effect. From a dataset of NCI-60 drug combinations with 297,098 pairs across 59 cell lines. (1) Cell line: KM12. Synergy scores: CSS=23.1, Synergy_ZIP=-4.30, Synergy_Bliss=-3.75, Synergy_Loewe=-2.14, Synergy_HSA=-1.19. Drug 1: C1CCC(C1)C(CC#N)N2C=C(C=N2)C3=C4C=CNC4=NC=N3. Drug 2: CS(=O)(=O)OCCCCOS(=O)(=O)C. (2) Drug 1: CS(=O)(=O)C1=CC(=C(C=C1)C(=O)NC2=CC(=C(C=C2)Cl)C3=CC=CC=N3)Cl. Drug 2: CN(CC1=CN=C2C(=N1)C(=NC(=N2)N)N)C3=CC=C(C=C3)C(=O)NC(CCC(=O)O)C(=O)O. Cell line: MCF7. Synergy scores: CSS=23.6, Synergy_ZIP=-5.54, Synergy_Bliss=1.60, Synergy_Loewe=-5.54, Synergy_HSA=2.91. (3) Drug 1: C1=NC2=C(N1)C(=S)N=C(N2)N. Drug 2: C1=CC=C(C=C1)NC(=O)CCCCCCC(=O)NO. Cell line: SN12C. Synergy scores: CSS=18.5, Synergy_ZIP=-8.36, Synergy_Bliss=-5.42, Synergy_Loewe=-4.28, Synergy_HSA=-3.73. (4) Drug 1: CC1=C(C=C(C=C1)C(=O)NC2=CC(=CC(=C2)C(F)(F)F)N3C=C(N=C3)C)NC4=NC=CC(=N4)C5=CN=CC=C5. Drug 2: CNC(=O)C1=NC=CC(=C1)OC2=CC=C(C=C2)NC(=O)NC3=CC(=C(C=C3)Cl)C(F)(F)F. Cell line: CAKI-1. Synergy scores: CSS=-9.97, Synergy_ZIP=-0.257, Synergy_Bliss=-10.7, Synergy_Loewe=-10.5, Synergy_HSA=-13.9. (5) Drug 1: CN1C(=O)N2C=NC(=C2N=N1)C(=O)N. Drug 2: C1=CN(C=N1)CC(O)(P(=O)(O)O)P(=O)(O)O. Cell line: EKVX. Synergy scores: CSS=1.37, Synergy_ZIP=-0.131, Synergy_Bliss=-1.66, Synergy_Loewe=-1.36, Synergy_HSA=-3.29. (6) Synergy scores: CSS=-25.8, Synergy_ZIP=11.4, Synergy_Bliss=0.586, Synergy_Loewe=-9.90, Synergy_HSA=-14.7. Drug 1: C1CCC(C1)C(CC#N)N2C=C(C=N2)C3=C4C=CNC4=NC=N3. Cell line: HL-60(TB). Drug 2: CC1=C(C=C(C=C1)C(=O)NC2=CC(=CC(=C2)C(F)(F)F)N3C=C(N=C3)C)NC4=NC=CC(=N4)C5=CN=CC=C5.